Dataset: Peptide-MHC class II binding affinity with 134,281 pairs from IEDB. Task: Regression. Given a peptide amino acid sequence and an MHC pseudo amino acid sequence, predict their binding affinity value. This is MHC class II binding data. (1) The peptide sequence is IALVKTLLEQTLALL. The MHC is DRB1_0101 with pseudo-sequence DRB1_0101. The binding affinity (normalized) is 0.116. (2) The peptide sequence is EWEFVNTPPLVKLWY. The MHC is H-2-IAb with pseudo-sequence H-2-IAb. The binding affinity (normalized) is 0.266. (3) The peptide sequence is ECSDSPLVLDGGSIL. The MHC is DRB1_0101 with pseudo-sequence DRB1_0101. The binding affinity (normalized) is 0.414.